Task: Predict which catalyst facilitates the given reaction.. Dataset: Catalyst prediction with 721,799 reactions and 888 catalyst types from USPTO (1) Reactant: C([O:3][C:4]([C:6]1[CH:11]=[CH:10][C:9]([CH2:12][C@H:13]([NH:17][C:18](=[O:24])[O:19][C:20]([CH3:23])([CH3:22])[CH3:21])[CH2:14][CH2:15][OH:16])=[CH:8][CH:7]=1)=[CH2:5])C.[Br:25]NC(=O)CCC(N)=O. Product: [Br:25][CH2:3][C:4]([C:6]1[CH:11]=[CH:10][C:9]([CH2:12][C@H:13]([NH:17][C:18](=[O:24])[O:19][C:20]([CH3:23])([CH3:22])[CH3:21])[CH2:14][CH2:15][OH:16])=[CH:8][CH:7]=1)=[O:5]. The catalyst class is: 30. (2) Reactant: [NH2:1][C:2]1[CH:10]=[CH:9][CH:8]=[C:7]2[C:3]=1[CH:4]([CH2:19][CH2:20][CH2:21][C:22]([O-:24])=O)[CH2:5][N:6]2[CH2:11][C:12]([O:14][C:15]([CH3:18])([CH3:17])[CH3:16])=[O:13].[Li+].C(Cl)CCl.C1C=NC2N(O)N=NC=2C=1.C(N(CC)C(C)C)(C)C. Product: [O:24]=[C:22]1[NH:1][C:2]2[C:3]3[CH:4]([CH2:5][N:6]([CH2:11][C:12]([O:14][C:15]([CH3:16])([CH3:17])[CH3:18])=[O:13])[C:7]=3[CH:8]=[CH:9][CH:10]=2)[CH2:19][CH2:20][CH2:21]1. The catalyst class is: 3. (3) Reactant: [CH3:1][C:2]([C:4]1[CH:5]=[CH:6][C:7]([S:10]([CH3:13])(=[O:12])=[O:11])=[CH:8][CH:9]=1)=[O:3].CC[O-].[Na+].[C:18](OCC)(=[O:24])[C:19]([O:21][CH2:22][CH3:23])=[O:20]. Product: [CH2:22]([O:21][C:19](=[O:20])[C:18](=[O:24])[CH2:1][C:2]([C:4]1[CH:5]=[CH:6][C:7]([S:10]([CH3:13])(=[O:12])=[O:11])=[CH:8][CH:9]=1)=[O:3])[CH3:23]. The catalyst class is: 13. (4) Reactant: [N:1]1[C:10]2[C:5](=[CH:6][C:7]([CH2:11][NH2:12])=[CH:8][CH:9]=2)[CH:4]=[N:3][CH:2]=1.Br[C:14]1[C:15]([NH2:21])=[N:16][CH:17]=[C:18]([Br:20])[N:19]=1.C(N(C(C)C)CC)(C)C. Product: [Br:20][C:18]1[N:19]=[C:14]([NH:12][CH2:11][C:7]2[CH:6]=[C:5]3[C:10](=[CH:9][CH:8]=2)[N:1]=[CH:2][N:3]=[CH:4]3)[C:15]([NH2:21])=[N:16][CH:17]=1. The catalyst class is: 114.